From a dataset of Full USPTO retrosynthesis dataset with 1.9M reactions from patents (1976-2016). Predict the reactants needed to synthesize the given product. (1) Given the product [F:1][C:2]1[C:7]([C:8]([F:10])([F:11])[F:9])=[CH:6][C:5]([I:13])=[C:4]([OH:12])[CH:3]=1, predict the reactants needed to synthesize it. The reactants are: [F:1][C:2]1[CH:3]=[C:4]([OH:12])[CH:5]=[CH:6][C:7]=1[C:8]([F:11])([F:10])[F:9].[I:13]N1C(=O)CCC1=O.S(=O)(=O)(O)O. (2) Given the product [CH2:17]([O:19][C:20](=[O:24])[CH2:21][CH2:22][C:2]1[CH:3]=[CH:4][C:5]([N+:13]([O-:15])=[O:14])=[C:6]([C:7](=[O:8])[N:9]([CH3:11])[CH3:10])[CH:12]=1)[CH3:18], predict the reactants needed to synthesize it. The reactants are: I[C:2]1[CH:3]=[CH:4][C:5]([N+:13]([O-:15])=[O:14])=[C:6]([CH:12]=1)[C:7]([N:9]([CH3:11])[CH3:10])=[O:8].[Br-].[CH2:17]([O:19][C:20](=[O:24])[CH2:21][CH2:22][Zn+])[CH3:18]. (3) Given the product [OH:15][N:14]=[CH:1][C:3]1[CH:4]=[C:5]([CH:10]=[CH:11][CH:12]=1)[C:6]([O:8][CH3:9])=[O:7], predict the reactants needed to synthesize it. The reactants are: [CH:1]([C:3]1[CH:4]=[C:5]([CH:10]=[CH:11][CH:12]=1)[C:6]([O:8][CH3:9])=[O:7])=O.Cl.[NH2:14][OH:15].N1C=CC=CC=1.